The task is: Predict the product of the given reaction.. This data is from Forward reaction prediction with 1.9M reactions from USPTO patents (1976-2016). (1) Given the reactants [CH:1]([C:3]1[CH:4]=[C:5]([CH:9]=[C:10]([C:14]([F:17])([F:16])[F:15])[C:11]=1[O:12][CH3:13])[C:6]([OH:8])=[O:7])=O.Cl.[NH2:19]O, predict the reaction product. The product is: [C:1]([C:3]1[CH:4]=[C:5]([CH:9]=[C:10]([C:14]([F:17])([F:16])[F:15])[C:11]=1[O:12][CH3:13])[C:6]([OH:8])=[O:7])#[N:19]. (2) Given the reactants Cl[C:2]1[C:3]([NH2:9])=[N:4][CH:5]=[N:6][C:7]=1Cl.[NH2:10][CH2:11][C@@H:12]1[CH2:17][CH2:16][N:15]([C:18]([O:20]C(C)(C)C)=O)[CH2:14][C@H:13]1[OH:25].[CH2:26]([N:33]1[CH:37]=[C:36](B(O)O)[CH:35]=[N:34]1)[C:27]1[CH:32]=[CH:31][CH:30]=[CH:29][CH:28]=1.[C:41](O)(=O)[CH:42]=C, predict the reaction product. The product is: [NH2:9][C:3]1[N:4]=[CH:5][N:6]=[C:7]([NH:10][CH2:11][C@@H:12]2[CH2:17][CH2:16][N:15]([C:18](=[O:20])[CH:41]=[CH2:42])[CH2:14][C@H:13]2[OH:25])[C:2]=1[C:36]1[CH:35]=[N:34][N:33]([CH2:26][C:27]2[CH:32]=[CH:31][CH:30]=[CH:29][CH:28]=2)[CH:37]=1. (3) Given the reactants [CH:1]1([C:7]2[CH:8]=[C:9]([C:14]3[N:19]=[CH:18][C:17]([CH:20]=[O:21])=[CH:16][CH:15]=3)[CH:10]=[CH:11][C:12]=2[OH:13])[CH2:6][CH2:5][CH2:4][CH2:3][CH2:2]1.F[B-](F)(F)F.[O:27]=[N+:28]=[O:29], predict the reaction product. The product is: [CH:1]1([C:7]2[CH:8]=[C:9]([C:14]3[N:19]=[CH:18][C:17]([CH:20]=[O:21])=[CH:16][CH:15]=3)[CH:10]=[C:11]([N+:28]([O-:29])=[O:27])[C:12]=2[OH:13])[CH2:2][CH2:3][CH2:4][CH2:5][CH2:6]1. (4) The product is: [CH2:12]([S:14]([C:15]1[N:20]=[C:19]([C:21]([F:24])([F:22])[F:23])[C:18]([C:25]([O:27][CH2:28][CH3:29])=[O:26])=[CH:17][CH:16]=1)=[O:9])[CH3:13]. Given the reactants ClC1C=CC=C(C(OO)=[O:9])C=1.[CH2:12]([S:14][C:15]1[N:20]=[C:19]([C:21]([F:24])([F:23])[F:22])[C:18]([C:25]([O:27][CH2:28][CH3:29])=[O:26])=[CH:17][CH:16]=1)[CH3:13], predict the reaction product. (5) Given the reactants [F:1][C:2]([F:7])([F:6])[C:3]([OH:5])=[O:4].[C:8]([C:11]1[CH:16]=[CH:15][C:14]([NH:17][CH:18]([C:22]2[CH:27]=[CH:26][C:25]([O:28][CH2:29][CH2:30][N:31]([CH3:33])[CH3:32])=[C:24]([O:34][CH2:35][CH3:36])[CH:23]=2)[C:19](O)=[O:20])=[CH:13][CH:12]=1)(=[NH:10])[NH2:9].O.ON1C2C=CC=CC=2N=N1.Cl.C(N=C=NCCCN(C)C)C.Cl.[CH3:61][O:62][C:63]1[CH:68]=[CH:67][CH:66]=[CH:65][C:64]=1[NH:69][NH2:70].C(N(CC)CC)C, predict the reaction product. The product is: [F:1][C:2]([F:7])([F:6])[C:3]([OH:5])=[O:4].[CH3:33][N:31]([CH3:32])[CH2:30][CH2:29][O:28][C:25]1[CH:26]=[CH:27][C:22]([CH:18]([NH:17][C:14]2[CH:13]=[CH:12][C:11]([C:8]([NH2:9])=[NH:10])=[CH:16][CH:15]=2)[C:19]([NH:70][NH:69][C:64]2[CH:65]=[CH:66][CH:67]=[CH:68][C:63]=2[O:62][CH3:61])=[O:20])=[CH:23][C:24]=1[O:34][CH2:35][CH3:36]. (6) Given the reactants [F:1][C:2]([F:38])([F:37])[C:3]1[CH:4]=[C:5]([CH:30]=[C:31]([C:33]([F:36])([F:35])[F:34])[CH:32]=1)[CH2:6][N:7]([C:24]1[N:25]=[N:26][N:27]([CH3:29])[N:28]=1)[C@H:8]1[CH2:14][CH2:13][CH2:12][NH:11][C:10]2[CH:15]=[C:16]([C:20]([F:23])([F:22])[F:21])[C:17]([CH3:19])=[CH:18][C:9]1=2.Br[CH2:40][C:41]#[N:42].C(=O)([O-])[O-].[Cs+].[Cs+], predict the reaction product. The product is: [F:38][C:2]([F:37])([F:1])[C:3]1[CH:4]=[C:5]([CH:30]=[C:31]([C:33]([F:36])([F:34])[F:35])[CH:32]=1)[CH2:6][N:7]([C:24]1[N:25]=[N:26][N:27]([CH3:29])[N:28]=1)[C@H:8]1[CH2:14][CH2:13][CH2:12][N:11]([CH2:40][C:41]#[N:42])[C:10]2[CH:15]=[C:16]([C:20]([F:21])([F:22])[F:23])[C:17]([CH3:19])=[CH:18][C:9]1=2. (7) Given the reactants [F:1][C:2]1[CH:3]=[CH:4][C:5]([SH:11])=[C:6]([CH:10]=1)[C:7]([OH:9])=[O:8].SC1C=CC=CC=1C(O)=O.Br[C:23]1[CH:31]=[C:30]([Cl:32])[CH:29]=[CH:28][C:24]=1[C:25]([OH:27])=[O:26], predict the reaction product. The product is: [C:7]([C:6]1[CH:10]=[C:2]([F:1])[CH:3]=[CH:4][C:5]=1[S:11][C:23]1[CH:31]=[C:30]([Cl:32])[CH:29]=[CH:28][C:24]=1[C:25]([OH:27])=[O:26])([OH:9])=[O:8].